From a dataset of Reaction yield outcomes from USPTO patents with 853,638 reactions. Predict the reaction yield, written as a fraction of the theoretical maximum amount of product (1.0 means a 100% yield; for example, 0.34 means a 34% yield). (1) The reactants are [Br:1][C:2]1[N:3]=[C:4]([C:9]#[C:10][Si](C)(C)C)[C:5]([NH2:8])=[N:6][CH:7]=1.[H-].[Na+].[C:17]1([CH3:27])[CH:22]=[CH:21][C:20]([S:23](Cl)(=[O:25])=[O:24])=[CH:19][CH:18]=1. The catalyst is CN(C=O)C. The product is [Br:1][C:2]1[N:3]=[C:4]2[CH:9]=[CH:10][N:8]([S:23]([C:20]3[CH:21]=[CH:22][C:17]([CH3:27])=[CH:18][CH:19]=3)(=[O:25])=[O:24])[C:5]2=[N:6][CH:7]=1. The yield is 0.520. (2) The reactants are Cl.C(OCC)(=O)C.C(Cl)[Cl:9].[O:11]=[C:12]1[N:16]([C:17]2[CH:26]=[C:25]3[C:20]([CH:21]=[C:22]([C:28]4[CH:33]=[CH:32][CH:31]=[CH:30][C:29]=4[C:34]([F:37])([F:36])[F:35])[NH:23][C:24]3=[O:27])=[CH:19][CH:18]=2)[CH2:15][C@H:14]([CH2:38][O:39][C:40](=[O:51])[CH2:41][N:42](C(OC(C)(C)C)=O)[CH3:43])[O:13]1. The catalyst is CCOCC. The product is [ClH:9].[O:11]=[C:12]1[N:16]([C:17]2[CH:26]=[C:25]3[C:20]([CH:21]=[C:22]([C:28]4[CH:33]=[CH:32][CH:31]=[CH:30][C:29]=4[C:34]([F:37])([F:35])[F:36])[NH:23][C:24]3=[O:27])=[CH:19][CH:18]=2)[CH2:15][C@H:14]([CH2:38][O:39][C:40](=[O:51])[CH2:41][NH:42][CH3:43])[O:13]1. The yield is 0.950. (3) The reactants are [CH2:1]([O:3][C:4]1[CH:5]=[C:6]([CH:10]=[CH:11][C:12]=1[N+:13]([O-:15])=[O:14])[C:7](O)=[O:8])[CH3:2].C(N(CC)CC)C.ClC(OCC)=O.O.[NH2:30][NH2:31]. The catalyst is C1COCC1. The product is [CH2:1]([O:3][C:4]1[CH:5]=[C:6]([CH:10]=[CH:11][C:12]=1[N+:13]([O-:15])=[O:14])[C:7]([NH:30][NH2:31])=[O:8])[CH3:2]. The yield is 0.950. (4) The product is [Cl:16][C:17]1[CH:18]=[C:19]2[C:25]([C:26]3[N:31]=[C:30]([NH:1][C@H:2]4[CH2:7][CH2:6][CH2:5][C@@H:4]([NH:8][C:9](=[O:15])[O:10][C:11]([CH3:12])([CH3:14])[CH3:13])[CH2:3]4)[C:29]([F:35])=[CH:28][N:27]=3)=[CH:24][N:23]([S:36]([C:39]3[CH:44]=[CH:43][C:42]([CH3:45])=[CH:41][CH:40]=3)(=[O:38])=[O:37])[C:20]2=[N:21][CH:22]=1. The yield is 0.380. No catalyst specified. The reactants are [NH2:1][C@H:2]1[CH2:7][CH2:6][CH2:5][C@@H:4]([NH:8][C:9](=[O:15])[O:10][C:11]([CH3:14])([CH3:13])[CH3:12])[CH2:3]1.[Cl:16][C:17]1[CH:18]=[C:19]2[C:25]([C:26]3[N:31]=[C:30](S(C)=O)[C:29]([F:35])=[CH:28][N:27]=3)=[CH:24][N:23]([S:36]([C:39]3[CH:44]=[CH:43][C:42]([CH3:45])=[CH:41][CH:40]=3)(=[O:38])=[O:37])[C:20]2=[N:21][CH:22]=1. (5) The catalyst is C(#N)C. The yield is 0.380. The reactants are [NH2:1][C:2]1[N:7]=[CH:6][C:5]([CH:8]2[CH2:12][CH2:11][S:10](=[O:14])(=[O:13])[CH2:9]2)=[CH:4][CH:3]=1.C1C(=O)N([Br:22])C(=O)C1. The product is [NH2:1][C:2]1[N:7]=[CH:6][C:5]([CH:8]2[CH2:12][CH2:11][S:10](=[O:14])(=[O:13])[CH2:9]2)=[CH:4][C:3]=1[Br:22].